From a dataset of Catalyst prediction with 721,799 reactions and 888 catalyst types from USPTO. Predict which catalyst facilitates the given reaction. Reactant: Cl[C:2]1[NH:6][C:5]2[CH:7]=[CH:8][CH:9]=[CH:10][C:4]=2[N:3]=1.[CH3:11][NH2:12].CCO. Product: [CH3:11][NH:12][C:2]1[NH:6][C:5]2[CH:7]=[CH:8][CH:9]=[CH:10][C:4]=2[N:3]=1. The catalyst class is: 21.